From a dataset of Forward reaction prediction with 1.9M reactions from USPTO patents (1976-2016). Predict the product of the given reaction. Given the reactants [CH2:1]([OH:8])[CH2:2][CH2:3][CH2:4][CH2:5][CH2:6][CH3:7].[H-].[Na+].Cl[C:12]1[CH:22]=[CH:21][C:15]([C:16]([O:18]CC)=[O:17])=[CH:14][N:13]=1.[OH-].[Li+], predict the reaction product. The product is: [CH2:1]([O:8][C:12]1[CH:22]=[CH:21][C:15]([C:16]([OH:18])=[O:17])=[CH:14][N:13]=1)[CH2:2][CH2:3][CH2:4][CH2:5][CH2:6][CH3:7].